From a dataset of Full USPTO retrosynthesis dataset with 1.9M reactions from patents (1976-2016). Predict the reactants needed to synthesize the given product. Given the product [CH3:1][O:2][C:3](=[O:16])[CH:4]([C:8]1[CH:13]=[CH:12][C:11]([Cl:14])=[C:10]([Cl:15])[CH:9]=1)[CH2:5][CH2:6][CH:17]=[O:18], predict the reactants needed to synthesize it. The reactants are: [CH3:1][O:2][C:3](=[O:16])[CH:4]([C:8]1[CH:13]=[CH:12][C:11]([Cl:14])=[C:10]([Cl:15])[CH:9]=1)[CH2:5][CH:6]=O.[CH3:17][O:18]C(=O)CC1C=CC(Cl)=C(Cl)C=1.COC(OC)CCBr.Cl.